From a dataset of Full USPTO retrosynthesis dataset with 1.9M reactions from patents (1976-2016). Predict the reactants needed to synthesize the given product. Given the product [Cl:11][C:8]1[CH:9]=[N:10][C:2]([NH:16][CH:12]2[CH2:15][CH2:14][CH2:13]2)=[C:3]([CH:7]=1)[C:4]([OH:6])=[O:5], predict the reactants needed to synthesize it. The reactants are: Cl[C:2]1[N:10]=[CH:9][C:8]([Cl:11])=[CH:7][C:3]=1[C:4]([OH:6])=[O:5].[CH:12]1([NH2:16])[CH2:15][CH2:14][CH2:13]1.[K].C(=O)([O-])[O-].